The task is: Binary Classification. Given a T-cell receptor sequence (or CDR3 region) and an epitope sequence, predict whether binding occurs between them.. This data is from TCR-epitope binding with 47,182 pairs between 192 epitopes and 23,139 TCRs. The epitope is SEISMDNSPNL. The TCR CDR3 sequence is CASSLLASGRHSSYEQYF. Result: 1 (the TCR binds to the epitope).